This data is from Full USPTO retrosynthesis dataset with 1.9M reactions from patents (1976-2016). The task is: Predict the reactants needed to synthesize the given product. (1) Given the product [Cl:1][C:2]1[CH:3]=[C:4]([NH:5][C:37]([NH:45][C:46]2[S:47][C:48]([CH:51]3[CH2:53][CH2:52]3)=[N:49][N:50]=2)=[O:43])[CH:6]=[CH:7][C:8]=1[O:9][C:10]1[C:19]2[C:14](=[CH:15][C:16]([O:22][CH3:23])=[C:17]([O:20][CH3:21])[CH:18]=2)[N:13]=[CH:12][CH:11]=1, predict the reactants needed to synthesize it. The reactants are: [Cl:1][C:2]1[CH:3]=[C:4]([CH:6]=[CH:7][C:8]=1[O:9][C:10]1[C:19]2[C:14](=[CH:15][C:16]([O:22][CH3:23])=[C:17]([O:20][CH3:21])[CH:18]=2)[N:13]=[CH:12][CH:11]=1)[NH2:5].C(N(C(C)C)CC)(C)C.ClC(Cl)(O[C:37](=[O:43])OC(Cl)(Cl)Cl)Cl.[NH2:45][C:46]1[S:47][C:48]([CH:51]2[CH2:53][CH2:52]2)=[N:49][N:50]=1. (2) Given the product [NH2:34][C:33]1[C:28]([C:8]2[CH:9]=[C:10]([C@@H:14]([NH:18][C:19](=[O:25])[O:20][C:21]([CH3:22])([CH3:23])[CH3:24])[CH2:15][CH:16]=[CH2:17])[CH:11]=[CH:12][CH:13]=2)=[N:29][CH:30]=[C:31]([Cl:35])[CH:32]=1, predict the reactants needed to synthesize it. The reactants are: CC1(C)COB([C:8]2[CH:9]=[C:10]([C@@H:14]([NH:18][C:19](=[O:25])[O:20][C:21]([CH3:24])([CH3:23])[CH3:22])[CH2:15][CH:16]=[CH2:17])[CH:11]=[CH:12][CH:13]=2)OC1.Br[C:28]1[C:33]([NH2:34])=[CH:32][C:31]([Cl:35])=[CH:30][N:29]=1.C([O-])([O-])=O.[Na+].[Na+]. (3) The reactants are: [C:1]([N:8]1[CH2:13][CH2:12][CH:11]([C:14]([OH:16])=O)[CH2:10][CH2:9]1)([O:3][C:4]([CH3:7])([CH3:6])[CH3:5])=[O:2].O=C(C1C=CC=CN=1)[CH2:19][C:20]([O:22][CH2:23][CH3:24])=[O:21]. Given the product [C:1]([N:8]1[CH2:9][CH2:10][CH:11]([C:14](=[O:16])[CH2:19][C:20]([O:22][CH2:23][CH3:24])=[O:21])[CH2:12][CH2:13]1)([O:3][C:4]([CH3:5])([CH3:6])[CH3:7])=[O:2], predict the reactants needed to synthesize it. (4) Given the product [CH3:18][N:19]([CH3:25])[CH2:20][CH2:21][CH2:22][N:23]([CH3:24])[S:14]([C:5]1[CH:6]=[CH:7][C:8]([C:10]([F:13])([F:12])[F:11])=[CH:9][C:4]=1[N+:1]([O-:3])=[O:2])(=[O:16])=[O:15], predict the reactants needed to synthesize it. The reactants are: [N+:1]([C:4]1[CH:9]=[C:8]([C:10]([F:13])([F:12])[F:11])[CH:7]=[CH:6][C:5]=1[S:14](Cl)(=[O:16])=[O:15])([O-:3])=[O:2].[CH3:18][N:19]([CH3:25])[CH2:20][CH2:21][CH2:22][NH:23][CH3:24]. (5) Given the product [O:25]1[C:34]2[C:29](=[CH:30][CH:31]=[CH:32][C:33]=2[C:2]2[N:7]=[CH:6][N:5]=[C:4]([NH:8][C:9]3[CH:10]=[C:11]([CH:22]=[CH:23][CH:24]=3)[CH2:12][S:13](=[N:16][C:17](=[O:21])[O:18][CH2:19][CH3:20])([CH3:15])=[O:14])[N:3]=2)[CH2:28][CH2:27][CH2:26]1, predict the reactants needed to synthesize it. The reactants are: Cl[C:2]1[N:7]=[CH:6][N:5]=[C:4]([NH:8][C:9]2[CH:10]=[C:11]([CH:22]=[CH:23][CH:24]=2)[CH2:12][S:13](=[N:16][C:17](=[O:21])[O:18][CH2:19][CH3:20])([CH3:15])=[O:14])[N:3]=1.[O:25]1[C:34]2[C:29](=[CH:30][CH:31]=[CH:32][C:33]=2B(O)O)[CH2:28][CH2:27][CH2:26]1. (6) Given the product [NH2:18][C:5]1[CH:4]=[C:3]([CH3:21])[C:2]([Cl:1])=[CH:7][C:6]=1[NH:8][CH2:9][C@H:14]([OH:15])[C@H:13]([OH:16])[C@H:12]([OH:17])[CH2:11][OH:10], predict the reactants needed to synthesize it. The reactants are: [Cl:1][C:2]1[C:3]([CH3:21])=[CH:4][C:5]([N+:18]([O-])=O)=[C:6]([NH:8][CH:9]2[CH:14]([OH:15])[CH:13]([OH:16])[CH:12]([OH:17])[CH2:11][O:10]2)[CH:7]=1.[BH4-].[Na+].